From a dataset of Peptide-MHC class II binding affinity with 134,281 pairs from IEDB. Regression. Given a peptide amino acid sequence and an MHC pseudo amino acid sequence, predict their binding affinity value. This is MHC class II binding data. (1) The peptide sequence is LERFAVNPGLLETSE. The MHC is DRB1_0101 with pseudo-sequence DRB1_0101. The binding affinity (normalized) is 0.0847. (2) The peptide sequence is WKLEGRWDGEEEVQL. The MHC is DRB1_0701 with pseudo-sequence DRB1_0701. The binding affinity (normalized) is 0. (3) The peptide sequence is VHTGDQHQVGNETQG. The MHC is DRB1_0701 with pseudo-sequence DRB1_0701. The binding affinity (normalized) is 0.0513. (4) The peptide sequence is WKPDTVYTSKLQFGA. The MHC is HLA-DPA10201-DPB11401 with pseudo-sequence HLA-DPA10201-DPB11401. The binding affinity (normalized) is 0. (5) The peptide sequence is LDGNLLSSNDLAKYK. The MHC is DRB1_1001 with pseudo-sequence DRB1_1001. The binding affinity (normalized) is 0.322. (6) The MHC is HLA-DQA10201-DQB10202 with pseudo-sequence HLA-DQA10201-DQB10202. The binding affinity (normalized) is 0.397. The peptide sequence is FMVAMFLAVAVVLGL. (7) The peptide sequence is MERRFTSHLPVAQRG. The MHC is DRB1_0801 with pseudo-sequence DRB1_0801. The binding affinity (normalized) is 0.616.